This data is from Full USPTO retrosynthesis dataset with 1.9M reactions from patents (1976-2016). The task is: Predict the reactants needed to synthesize the given product. (1) Given the product [NH2:1][C@H:2]1[CH2:7][CH2:6][CH2:5][CH2:4][C@H:3]1[NH:8][C:9]1[N:14]=[C:13]([NH:15][C:16]2[CH:21]=[CH:20][CH:19]=[C:18]([N:37]3[CH2:41][CH2:40][CH2:39][C:38]3=[O:42])[CH:17]=2)[C:12]([C:27]([NH2:29])=[O:28])=[CH:11][N:10]=1, predict the reactants needed to synthesize it. The reactants are: [NH2:1][C@H:2]1[CH2:7][CH2:6][CH2:5][CH2:4][C@H:3]1[NH:8][C:9]1[N:14]=[C:13]([NH:15][C:16]2[CH:21]=[CH:20][C:19](C3ON=CC=3)=[CH:18][CH:17]=2)[C:12]([C:27]([NH2:29])=[O:28])=[CH:11][N:10]=1.NC1C=C([N:37]2[CH2:41][CH2:40][CH2:39][C:38]2=[O:42])C=CC=1. (2) The reactants are: [CH:1]1[CH:6]=[CH:5][CH:4]=[CH:3][CH:2]=1.[Cl:7][CH2:8][CH2:9][CH2:10][C:11](Cl)=[O:12].[Cl-].[Al+3].[Cl-].[Cl-]. Given the product [Cl:7][CH2:8][CH2:9][CH2:10][C:11]([C:1]1[CH:6]=[CH:5][CH:4]=[CH:3][CH:2]=1)=[O:12], predict the reactants needed to synthesize it.